The task is: Regression/Classification. Given a drug SMILES string, predict its toxicity properties. Task type varies by dataset: regression for continuous values (e.g., LD50, hERG inhibition percentage) or binary classification for toxic/non-toxic outcomes (e.g., AMES mutagenicity, cardiotoxicity, hepatotoxicity). Dataset: herg_karim.. This data is from hERG potassium channel inhibition data for cardiac toxicity prediction from Karim et al.. The molecule is CCC[C@@H](C)C1(CC)C(=O)NC(=O)NC1=O. The result is 0 (non-blocker).